Dataset: Orexin1 receptor HTS with 218,158 compounds and 233 confirmed actives. Task: Binary Classification. Given a drug SMILES string, predict its activity (active/inactive) in a high-throughput screening assay against a specified biological target. The drug is s1c(NC(=O)COC(=O)C2CN(C(=O)C2)c2c(c(ccc2)C)C)c(cc1)C(=O)N. The result is 0 (inactive).